Dataset: Forward reaction prediction with 1.9M reactions from USPTO patents (1976-2016). Task: Predict the product of the given reaction. (1) Given the reactants [Br:1][C:2]1[CH:3]=[C:4]([O:17][CH3:18])[C:5]2[C:6]3[N:14]=[C:13]([Cl:15])[N:12]=[C:11](Cl)[C:7]=3[NH:8][C:9]=2[CH:10]=1.[CH3:19][CH2:20][O-:21].[Na+], predict the reaction product. The product is: [Br:1][C:2]1[CH:3]=[C:4]([O:17][CH3:18])[C:5]2[C:6]3[N:14]=[C:13]([Cl:15])[N:12]=[C:11]([O:21][CH2:20][CH3:19])[C:7]=3[NH:8][C:9]=2[CH:10]=1. (2) Given the reactants [C:1]([O:5][C:6]([NH:8][CH2:9][C@H:10]1[CH2:15][CH2:14][C@H:13]([C:16]([NH:18][C@@H:19]([CH2:23][C:24]2[CH:29]=[CH:28][C:27]([C:30]3[CH:35]=[CH:34][C:33]([C:36](=[O:51])[NH:37][CH:38]4[CH2:43][CH2:42][N:41]([C:44]([O:46][C:47]([CH3:50])([CH3:49])[CH3:48])=[O:45])[CH2:40][CH2:39]4)=[CH:32][C:31]=3[CH3:52])=[CH:26][CH:25]=2)[C:20](O)=[O:21])=[O:17])[CH2:12][CH2:11]1)=[O:7])([CH3:4])([CH3:3])[CH3:2].[NH2:53][C:54]1[CH:63]=[CH:62][C:57]2[NH:58][C:59](=[O:61])[NH:60][C:56]=2[CH:55]=1.C(NC(C)C)(C)C.F[P-](F)(F)(F)(F)F.CN(C(ON1C2=NC=CC=C2N=N1)=[N+](C)C)C, predict the reaction product. The product is: [C:1]([O:5][C:6]([NH:8][CH2:9][C@H:10]1[CH2:15][CH2:14][C@H:13]([C:16]([NH:18][C@H:19]([C:20](=[O:21])[NH:53][C:54]2[CH:63]=[CH:62][C:57]3[NH:58][C:59](=[O:61])[NH:60][C:56]=3[CH:55]=2)[CH2:23][C:24]2[CH:29]=[CH:28][C:27]([C:30]3[CH:35]=[CH:34][C:33]([C:36]([NH:37][CH:38]4[CH2:39][CH2:40][N:41]([C:44]([O:46][C:47]([CH3:50])([CH3:49])[CH3:48])=[O:45])[CH2:42][CH2:43]4)=[O:51])=[CH:32][C:31]=3[CH3:52])=[CH:26][CH:25]=2)=[O:17])[CH2:12][CH2:11]1)=[O:7])([CH3:3])([CH3:2])[CH3:4]. (3) Given the reactants [OH:1][CH:2]([C:11]1[CH:16]=[CH:15][C:14]([C:17]2[N:21]=[C:20]([C:22]3[O:26][N:25]=[C:24]([C:27]4[CH:32]=[CH:31][CH:30]=[CH:29][CH:28]=4)[C:23]=3[C:33]([F:36])([F:35])[F:34])[O:19][N:18]=2)=[CH:13][CH:12]=1)[C:3]([NH:5][CH2:6][CH2:7][C:8]([OH:10])=O)=[O:4].C[N:38]1[CH2:43][CH2:42][O:41]C[CH2:39]1.CN(C(ON1N=NC2C=CC=NC1=2)=[N+](C)C)C.F[P-](F)(F)(F)(F)F, predict the reaction product. The product is: [OH:1][CH:2]([C:11]1[CH:12]=[CH:13][C:14]([C:17]2[N:21]=[C:20]([C:22]3[O:26][N:25]=[C:24]([C:27]4[CH:32]=[CH:31][CH:30]=[CH:29][CH:28]=4)[C:23]=3[C:33]([F:34])([F:36])[F:35])[O:19][N:18]=2)=[CH:15][CH:16]=1)[C:3]([NH:5][CH2:6][CH2:7][C:8]([N:38]1[CH2:43][CH:42]([OH:41])[CH2:39]1)=[O:10])=[O:4]. (4) Given the reactants Br[C:2]1[C:3]([CH3:10])=[N:4][C:5]([O:8][CH3:9])=[CH:6][CH:7]=1.C([Li])CCC.[B:16](OC(C)C)([O:21]C(C)C)[O:17]C(C)C, predict the reaction product. The product is: [CH3:9][O:8][C:5]1[N:4]=[C:3]([CH3:10])[C:2]([B:16]([OH:21])[OH:17])=[CH:7][CH:6]=1. (5) Given the reactants BrC1C=CC(C)=C([CH2:8][N:9]2[C:17]3[C:12](=[CH:13][CH:14]=[CH:15][CH:16]=3)[C:11]([C:18]3[CH:23]=[CH:22][C:21]([C:24]([CH3:27])([CH3:26])[CH3:25])=[CH:20][CH:19]=3)=[C:10]2[C:28]([O:30][C:31]([CH3:34])([CH3:33])[CH3:32])=[O:29])C=1.C([O-])(O)=O.[Na+].OB(O)[C:43]1[CH:44]=[C:45]([CH:49]=[CH:50][CH:51]=1)[C:46]([OH:48])=[O:47], predict the reaction product. The product is: [CH3:34][C:31]([O:30][C:28]([C:10]1[N:9]([CH2:8][C:45]2([C:46]([OH:48])=[O:47])[CH:49]=[CH:50][CH:51]=[C:43]([C:15]3[CH:16]=[CH:17][C:12]([CH3:11])=[CH:13][CH:14]=3)[CH2:44]2)[C:17]2[C:12]([C:11]=1[C:18]1[CH:19]=[CH:20][C:21]([C:24]([CH3:25])([CH3:26])[CH3:27])=[CH:22][CH:23]=1)=[CH:13][CH:14]=[CH:15][CH:16]=2)=[O:29])([CH3:32])[CH3:33]. (6) Given the reactants [F:1][C:2]1[N:10]=[C:9]2[C:5]([NH:6][C:7]([CH2:11][C:12]3[C:20]([I:21])=[CH:19][C:15]4[O:16][CH2:17][O:18][C:14]=4[CH:13]=3)=[N:8]2)=[C:4]([NH2:22])[N:3]=1.C([O-])([O-])=O.[Cs+].[Cs+].S(C1C=CC(C)=CC=1)(O[CH2:33][CH2:34][CH2:35][C:36]#[CH:37])(=O)=O, predict the reaction product. The product is: [F:1][C:2]1[N:10]=[C:9]2[C:5]([N:6]=[C:7]([CH2:11][C:12]3[C:20]([I:21])=[CH:19][C:15]4[O:16][CH2:17][O:18][C:14]=4[CH:13]=3)[N:8]2[CH2:37][CH2:36][CH2:35][C:34]#[CH:33])=[C:4]([NH2:22])[N:3]=1.